Predict the product of the given reaction. From a dataset of Forward reaction prediction with 1.9M reactions from USPTO patents (1976-2016). (1) Given the reactants [Br:1][C:2]1[CH:6]=[C:5]([C:7]2[O:12][C:11](=[O:13])[C:10]3[CH:14]=[C:15]([C:19]#[N:20])[CH:16]=[C:17]([CH3:18])[C:9]=3[N:8]=2)[N:4]([C:21]2[C:26]([Cl:27])=[CH:25][CH:24]=[CH:23][N:22]=2)[N:3]=1.[CH3:28][NH2:29], predict the reaction product. The product is: [Br:1][C:2]1[CH:6]=[C:5]([C:7]([NH:8][C:9]2[C:10]([C:11]([NH:29][CH3:28])=[O:13])=[CH:14][C:15]([C:19]#[N:20])=[CH:16][C:17]=2[CH3:18])=[O:12])[N:4]([C:21]2[C:26]([Cl:27])=[CH:25][CH:24]=[CH:23][N:22]=2)[N:3]=1. (2) Given the reactants [O:1]1[CH:5]=[CH:4][C:3]([CH2:6][N:7]2[C:15]3[C:10](=[CH:11][CH:12]=[CH:13][CH:14]=3)[C:9]([CH:16]3[CH2:21][CH2:20][NH:19][CH2:18][CH2:17]3)=[CH:8]2)=[CH:2]1.C([O:24][C:25](=[O:36])[C:26]1[CH:31]=[C:30]([CH2:32]Br)[CH:29]=[CH:28][C:27]=1[O:34][CH3:35])C, predict the reaction product. The product is: [O:1]1[CH:5]=[CH:4][C:3]([CH2:6][N:7]2[C:15]3[C:10](=[CH:11][CH:12]=[CH:13][CH:14]=3)[C:9]([CH:16]3[CH2:21][CH2:20][N:19]([CH2:32][C:30]4[CH:29]=[CH:28][C:27]([O:34][CH3:35])=[C:26]([CH:31]=4)[C:25]([OH:36])=[O:24])[CH2:18][CH2:17]3)=[CH:8]2)=[CH:2]1. (3) The product is: [NH2:7][C@@H:8]([C:11]1[C:12]([F:26])=[C:13]([C:18]([C:20]2[CH:21]=[N:22][CH:23]=[CH:24][CH:25]=2)=[O:19])[C:14]([Cl:17])=[CH:15][CH:16]=1)[CH2:9][CH3:10]. Given the reactants C(OC(=O)[NH:7][C@@H:8]([C:11]1[CH:16]=[CH:15][C:14]([Cl:17])=[C:13]([C:18]([C:20]2[CH:21]=[N:22][CH:23]=[CH:24][CH:25]=2)=[O:19])[C:12]=1[F:26])[CH2:9][CH3:10])(C)(C)C.Cl.O1CCOCC1, predict the reaction product. (4) Given the reactants C(O)(=O)C.[Cl:5][C:6]1[CH:16]=[CH:15][CH:14]=[C:8]2[C:9]([O:11][C:12](=[O:13])[C:7]=12)=O.[NH2:17][C:18]1[CH:23]=[CH:22][CH:21]=[CH:20][CH:19]=1, predict the reaction product. The product is: [Cl:5][C:6]1[CH:16]=[CH:15][CH:14]=[C:8]2[C:9]([N:17]([C:18]3[CH:23]=[CH:22][CH:21]=[CH:20][CH:19]=3)[C:12](=[O:13])[C:7]=12)=[O:11]. (5) Given the reactants C(N(CC)CC)C.[Cl:8][C:9]1[C:14]2[O:15][C:16]([C:18]([OH:20])=O)=[CH:17][C:13]=2[C:12](=[O:21])[NH:11][N:10]=1.[CH3:22][S:23]([N:26]1[CH2:31][CH2:30][NH:29][CH2:28][CH2:27]1)(=[O:25])=[O:24].O.N1(O)C2C=CC=CC=2N=N1.CN(C(ON1N=NC2C=CC=NC1=2)=[N+](C)C)C.F[P-](F)(F)(F)(F)F, predict the reaction product. The product is: [Cl:8][C:9]1[C:14]2[O:15][C:16]([C:18]([N:29]3[CH2:30][CH2:31][N:26]([S:23]([CH3:22])(=[O:25])=[O:24])[CH2:27][CH2:28]3)=[O:20])=[CH:17][C:13]=2[C:12](=[O:21])[NH:11][N:10]=1.